From a dataset of Full USPTO retrosynthesis dataset with 1.9M reactions from patents (1976-2016). Predict the reactants needed to synthesize the given product. (1) Given the product [Br:17][C:18]1[C:19]([CH:20]=[O:21])=[C:22]([N:11]2[N:10]=[CH:9][C:8]3[C:13](=[CH:14][CH:15]=[C:6]([C:2]([CH3:1])([CH3:5])[C:3]#[N:4])[CH:7]=3)[C:12]2=[O:16])[CH:23]=[CH:24][CH:25]=1, predict the reactants needed to synthesize it. The reactants are: [CH3:1][C:2]([C:6]1[CH:7]=[C:8]2[C:13](=[CH:14][CH:15]=1)[C:12](=[O:16])[NH:11][N:10]=[CH:9]2)([CH3:5])[C:3]#[N:4].[Br:17][C:18]1[CH:25]=[CH:24][CH:23]=[C:22](Br)[C:19]=1[CH:20]=[O:21].C([O-])(O)=O.[Na+].CS(C)=O. (2) Given the product [CH2:22]([N:10]1[C:5]2[C:6](=[N:7][C:2]([Cl:1])=[CH:3][CH:4]=2)[CH:8]=[C:9]1[C:11]1[O:12][CH:13]=[CH:14][N:15]=1)[C:23]1[CH:28]=[CH:27][CH:26]=[CH:25][CH:24]=1, predict the reactants needed to synthesize it. The reactants are: [Cl:1][C:2]1[N:7]=[C:6]2[CH:8]=[C:9]([C:11]3[O:12][CH:13]=[CH:14][N:15]=3)[NH:10][C:5]2=[CH:4][CH:3]=1.C([O-])([O-])=O.[Cs+].[Cs+].[CH2:22](Br)[C:23]1[CH:28]=[CH:27][CH:26]=[CH:25][CH:24]=1. (3) Given the product [N:1]1[N:2]([C:6]2[CH:23]=[CH:22][CH:21]=[CH:20][C:7]=2[C:8]([N:10]2[CH2:11][C@H:12]([C:17]3[O:18][CH:25]=[C:26]([C:28]4[CH:33]=[CH:32][CH:31]=[CH:30][CH:29]=4)[N:19]=3)[CH2:13][CH2:14][C@H:15]2[CH3:16])=[O:9])[N:3]=[CH:4][CH:5]=1, predict the reactants needed to synthesize it. The reactants are: [N:1]1[N:2]([C:6]2[CH:23]=[CH:22][CH:21]=[CH:20][C:7]=2[C:8]([N:10]2[C@H:15]([CH3:16])[CH2:14][CH2:13][C@@H:12]([C:17]([NH2:19])=[O:18])[CH2:11]2)=[O:9])[N:3]=[CH:4][CH:5]=1.Br[CH2:25][C:26]([C:28]1[CH:33]=[CH:32][CH:31]=[CH:30][CH:29]=1)=O. (4) Given the product [CH3:20][O:21][C:22]1[CH:23]=[CH:24][C:25]2[O:29][C:28]([C:30]([C:19]3[C:14]([F:13])=[N:15][CH:16]=[CH:17][CH:18]=3)=[O:31])=[CH:27][C:26]=2[CH:35]=1, predict the reactants needed to synthesize it. The reactants are: [Li]CCCC.C(NC(C)C)(C)C.[F:13][C:14]1[CH:19]=[CH:18][CH:17]=[CH:16][N:15]=1.[CH3:20][O:21][C:22]1[CH:23]=[CH:24][C:25]2[O:29][C:28]([C:30](OCC)=[O:31])=[CH:27][C:26]=2[CH:35]=1.